Task: Predict the reaction yield, written as a fraction of the theoretical maximum amount of product (1.0 means a 100% yield; for example, 0.34 means a 34% yield).. Dataset: Reaction yield outcomes from USPTO patents with 853,638 reactions (1) The reactants are [OH:1][CH:2]1[CH2:6][CH2:5][N:4]([C:7]([O:9][C:10]([CH3:13])([CH3:12])[CH3:11])=[O:8])[CH2:3]1.Cl[C:15]1[C:24]2[C:19](=[CH:20][CH:21]=[C:22](OC(F)(F)F)[CH:23]=2)[N:18]=[C:17]([N:30]2[CH2:36][C:35]3[CH:37]=[CH:38][CH:39]=[CH:40][C:34]=3[S:33](=[O:42])(=[O:41])[CH2:32][CH2:31]2)[CH:16]=1.[CH3:43]C(C)([O-])C.[Na+]. The catalyst is O1CCOCC1.[Pd](Cl)Cl.C1(P(C2C=CC=CC=2)[C-]2C=CC=C2)C=CC=CC=1.[C-]1(P(C2C=CC=CC=2)C2C=CC=CC=2)C=CC=C1.[Fe+2].C1(P(C2C=CC=CC=2)[C-]2C=CC=C2)C=CC=CC=1.[C-]1(P(C2C=CC=CC=2)C2C=CC=CC=2)C=CC=C1.[Fe+2]. The product is [O:41]=[S:33]1(=[O:42])[C:34]2[CH:40]=[CH:39][CH:38]=[CH:37][C:35]=2[CH2:36][N:30]([C:17]2[CH:16]=[C:15]([O:1][CH:2]3[CH2:6][CH2:5][N:4]([C:7]([O:9][C:10]([CH3:13])([CH3:12])[CH3:11])=[O:8])[CH2:3]3)[C:24]3[C:19](=[CH:20][CH:21]=[C:22]([CH3:43])[CH:23]=3)[N:18]=2)[CH2:31][CH2:32]1. The yield is 0.0530. (2) The reactants are [Br:1][C:2]1[CH:3]=[C:4]2[C:8](=[CH:9][CH:10]=1)[NH:7][C:6](=[O:11])[C:5]2=O.[NH:13]([C:15](=[O:28])[CH2:16][O:17][C:18]1[CH:27]=[CH:26][C:21]([C:22]([O:24][CH3:25])=[O:23])=[CH:20][CH:19]=1)[NH2:14]. The catalyst is C(O)(=O)C. The product is [Br:1][C:2]1[CH:3]=[C:4]2[C:8](=[CH:9][CH:10]=1)[NH:7][C:6](=[O:11])[C:5]2=[N:14][NH:13][C:15](=[O:28])[CH2:16][O:17][C:18]1[CH:27]=[CH:26][C:21]([C:22]([O:24][CH3:25])=[O:23])=[CH:20][CH:19]=1. The yield is 0.800.